This data is from HIV replication inhibition screening data with 41,000+ compounds from the AIDS Antiviral Screen. The task is: Binary Classification. Given a drug SMILES string, predict its activity (active/inactive) in a high-throughput screening assay against a specified biological target. The molecule is COC(=O)C1C(C(=O)OC)N(Cc2ccccc2)C(=O)N1Cc1ccccc1. The result is 0 (inactive).